This data is from Catalyst prediction with 721,799 reactions and 888 catalyst types from USPTO. The task is: Predict which catalyst facilitates the given reaction. (1) The catalyst class is: 3. Product: [F:36][C:37]([C:41]1[N:17]([CH2:18][CH:19]2[CH2:24][CH2:23][O:22][CH2:21][CH2:20]2)[C:16]2[CH:15]=[CH:14][C:13]([N:25]([CH3:35])[S:26]([C:29]3[CH:34]=[CH:33][CH:32]=[CH:31][CH:30]=3)(=[O:28])=[O:27])=[CH:12][C:11]=2[N:10]=1)([F:42])[CH3:38]. Reactant: C(N(C(C)C)CC)(C)C.[NH2:10][C:11]1[CH:12]=[C:13]([N:25]([CH3:35])[S:26]([C:29]2[CH:34]=[CH:33][CH:32]=[CH:31][CH:30]=2)(=[O:28])=[O:27])[CH:14]=[CH:15][C:16]=1[NH:17][CH2:18][CH:19]1[CH2:24][CH2:23][O:22][CH2:21][CH2:20]1.[F:36][C:37]([F:42])([CH3:41])[C:38](O)=O.CN(C(ON1N=NC2C=CC=NC1=2)=[N+](C)C)C.F[P-](F)(F)(F)(F)F. (2) Reactant: FC(F)(F)C(O)=O.[CH:8]1([CH2:14][O:15][C:16]2[C:24]3[N:23]=[C:22]([CH2:25][O:26][C:27]4[CH:32]=[CH:31][C:30]([Cl:33])=[CH:29][CH:28]=4)[N:21]([CH2:34][CH2:35][CH2:36][CH:37]4[CH2:42][CH2:41][NH:40][CH2:39][CH2:38]4)[C:20]=3[CH:19]=[CH:18][CH:17]=2)[CH2:13][CH2:12][CH2:11][CH2:10][CH2:9]1.C(=O)([O-])[O-].[K+].[K+].[C:49]1([CH2:55][CH2:56][CH2:57]Br)[CH:54]=[CH:53][CH:52]=[CH:51][CH:50]=1. Product: [CH:8]1([CH2:14][O:15][C:16]2[C:24]3[N:23]=[C:22]([CH2:25][O:26][C:27]4[CH:28]=[CH:29][C:30]([Cl:33])=[CH:31][CH:32]=4)[N:21]([CH2:34][CH2:35][CH2:36][CH:37]4[CH2:38][CH2:39][N:40]([CH2:57][CH2:56][CH2:55][C:49]5[CH:54]=[CH:53][CH:52]=[CH:51][CH:50]=5)[CH2:41][CH2:42]4)[C:20]=3[CH:19]=[CH:18][CH:17]=2)[CH2:9][CH2:10][CH2:11][CH2:12][CH2:13]1. The catalyst class is: 9. (3) Reactant: [Br:1][C:2]1[CH:7]=[CH:6][C:5]([C:8]2([CH2:13][C:14]([NH2:16])=[NH:15])[CH2:12][CH2:11][CH2:10][CH2:9]2)=[CH:4][CH:3]=1.[C:17]([O:21][C:22](=[O:37])/[C:23](/O)=[C:24](\[O:28][CH2:29][C:30]1[CH:35]=[CH:34][CH:33]=[CH:32][CH:31]=1)/[C:25](O)=[O:26])([CH3:20])([CH3:19])[CH3:18].C[O-].[Na+]. Product: [C:17]([O:21][C:22]([C:23]1[C:24]([O:28][CH2:29][C:30]2[CH:35]=[CH:34][CH:33]=[CH:32][CH:31]=2)=[C:25]([OH:26])[N:16]=[C:14]([CH2:13][C:8]2([C:5]3[CH:4]=[CH:3][C:2]([Br:1])=[CH:7][CH:6]=3)[CH2:12][CH2:11][CH2:10][CH2:9]2)[N:15]=1)=[O:37])([CH3:20])([CH3:18])[CH3:19]. The catalyst class is: 138. (4) Reactant: [C:1]([C:4]1[CH:9]=[CH:8][C:7]([S:10]([N:13]([CH2:31][CH2:32][CH:33]([CH3:35])[CH3:34])[C@H:14]([C:27]([O:29][CH3:30])=[O:28])[CH2:15][CH2:16][CH2:17][CH2:18][O:19][CH2:20][C:21]2[CH:26]=[CH:25][CH:24]=[CH:23][CH:22]=2)(=[O:12])=[O:11])=[CH:6][CH:5]=1)(=[O:3])[CH3:2].B1(C)OC(C2C=CC=CC=2)(C2C=CC=CC=2)[C@@H]2N1CCC2.B.C1COCC1. Product: [CH2:20]([O:19][CH2:18][CH2:17][CH2:16][CH2:15][C@@H:14]([C:27]([O:29][CH3:30])=[O:28])[N:13]([S:10]([C:7]1[CH:8]=[CH:9][C:4]([C@@H:1]([OH:3])[CH3:2])=[CH:5][CH:6]=1)(=[O:12])=[O:11])[CH2:31][CH2:32][CH:33]([CH3:35])[CH3:34])[C:21]1[CH:26]=[CH:25][CH:24]=[CH:23][CH:22]=1. The catalyst class is: 1. (5) Reactant: [N:1]([CH2:4][C@@:5]1([CH3:15])[O:9][B:8]([OH:10])[C:7]2[CH:11]=[CH:12][CH:13]=[CH:14][C:6]1=2)=[N+]=[N-].C1(P(C2C=CC=CC=2)C2C=CC=CC=2)C=CC=CC=1.[ClH:35]. Product: [ClH:35].[NH2:1][CH2:4][C@@:5]1([CH3:15])[O:9][B:8]([OH:10])[C:7]2[CH:11]=[CH:12][CH:13]=[CH:14][C:6]1=2. The catalyst class is: 10. (6) Reactant: [Cl:1][C:2]1[CH:3]=[C:4]([C:10]([F:17])([F:16])[C:11]([O:13]CC)=[O:12])[CH:5]=[CH:6][C:7]=1[O:8][CH3:9].C(O)C.O.O.[OH-].[Li+]. Product: [Cl:1][C:2]1[CH:3]=[C:4]([C:10]([F:16])([F:17])[C:11]([OH:13])=[O:12])[CH:5]=[CH:6][C:7]=1[O:8][CH3:9]. The catalyst class is: 7. (7) Reactant: [C:1]1([NH2:8])[CH:6]=[CH:5][CH:4]=[CH:3][C:2]=1[NH2:7].[OH:9][C:10]1[CH:11]=[C:12]([CH:18]=[CH:19][CH:20]=1)[CH2:13][CH2:14][C:15](O)=O. Product: [N:7]1[C:2]2[CH:3]=[CH:4][CH:5]=[CH:6][C:1]=2[NH:8][C:15]=1[CH2:14][CH2:13][C:12]1[CH:11]=[C:10]([OH:9])[CH:20]=[CH:19][CH:18]=1. The catalyst class is: 33.